This data is from Forward reaction prediction with 1.9M reactions from USPTO patents (1976-2016). The task is: Predict the product of the given reaction. Given the reactants [NH2:1][C:2]1[C:7]2=[C:8]([C:18]3[CH:23]=[CH:22][C:21]([NH2:24])=[CH:20][CH:19]=3)[CH:9]=[C:10]([C:11]([O:13][CH2:14][CH2:15][CH2:16][CH3:17])=[O:12])[N:6]2[N:5]=[CH:4][N:3]=1.C1([O:31][C:32](=O)[NH:33][C:34]2[CH:39]=[CH:38][CH:37]=[C:36]([C:40]([F:43])([F:42])[F:41])[N:35]=2)C=CC=CC=1.C(N(CC)CC)C, predict the reaction product. The product is: [NH2:1][C:2]1[C:7]2=[C:8]([C:18]3[CH:19]=[CH:20][C:21]([NH:24][C:32]([NH:33][C:34]4[CH:39]=[CH:38][CH:37]=[C:36]([C:40]([F:42])([F:41])[F:43])[N:35]=4)=[O:31])=[CH:22][CH:23]=3)[CH:9]=[C:10]([C:11]([O:13][CH2:14][CH2:15][CH2:16][CH3:17])=[O:12])[N:6]2[N:5]=[CH:4][N:3]=1.